From a dataset of Forward reaction prediction with 1.9M reactions from USPTO patents (1976-2016). Predict the product of the given reaction. (1) Given the reactants N(C(OCC)=O)=NC(OCC)=O.[Br:13][C:14]1[C:19]([OH:20])=[CH:18][CH:17]=[CH:16][N:15]=1.[CH2:21](O)[CH2:22][CH:23]=[CH2:24].C1C=CC(P(C2C=CC=CC=2)C2C=CC=CC=2)=CC=1, predict the reaction product. The product is: [Br:13][C:14]1[C:19]([O:20][CH2:24][CH2:23][CH:22]=[CH2:21])=[CH:18][CH:17]=[CH:16][N:15]=1. (2) Given the reactants [N:1]1[CH:2]=[CH:3][N:4]2[CH:9]=[C:8]([C:10]([NH:12][CH2:13][C:14]3[CH:19]=[CH:18][C:17]([S:20](Cl)(=[O:22])=[O:21])=[CH:16][CH:15]=3)=[O:11])[CH:7]=[CH:6][C:5]=12.[C:24]([O:28][C:29](=[O:40])[NH:30][CH:31]1[CH2:34][C:33]2([CH2:39][CH2:38][NH:37][CH2:36][CH2:35]2)[CH2:32]1)([CH3:27])([CH3:26])[CH3:25].C(N(CC)CC)C, predict the reaction product. The product is: [C:24]([O:28][C:29](=[O:40])[NH:30][CH:31]1[CH2:34][C:33]2([CH2:39][CH2:38][N:37]([S:20]([C:17]3[CH:18]=[CH:19][C:14]([CH2:13][NH:12][C:10]([C:8]4[CH:7]=[CH:6][C:5]5[N:4]([CH:3]=[CH:2][N:1]=5)[CH:9]=4)=[O:11])=[CH:15][CH:16]=3)(=[O:22])=[O:21])[CH2:36][CH2:35]2)[CH2:32]1)([CH3:27])([CH3:25])[CH3:26]. (3) Given the reactants [Br:1][C:2]1[CH:7]=[CH:6][C:5]([N:8]2[CH2:21][CH2:20][C:11]3([CH2:15][N:14]([CH:16]4[CH2:19][CH2:18][CH2:17]4)[CH2:13][CH2:12]3)[CH2:10][CH2:9]2)=[CH:4][CH:3]=1.[CH:22]1(N2CCC3(CCNCC3)CC2)CCC1, predict the reaction product. The product is: [Br:1][C:2]1[CH:7]=[CH:6][C:5]([N:8]2[CH2:9][CH2:10][C:11]3([CH2:22][CH2:15][N:14]([CH:16]4[CH2:19][CH2:18][CH2:17]4)[CH2:13][CH2:12]3)[CH2:20][CH2:21]2)=[CH:4][CH:3]=1.